This data is from Full USPTO retrosynthesis dataset with 1.9M reactions from patents (1976-2016). The task is: Predict the reactants needed to synthesize the given product. Given the product [NH:24]1[CH2:25][CH2:26][CH2:27][C@H:22]([O:21][CH2:20][CH2:19][NH:18][C:16](=[O:17])[O:15][CH2:14][C:8]2[CH:13]=[CH:12][CH:11]=[CH:10][CH:9]=2)[CH2:23]1, predict the reactants needed to synthesize it. The reactants are: Cl.C(OCC)(=O)C.[C:8]1([CH2:14][O:15][C:16]([NH:18][CH2:19][CH2:20][O:21][C@H:22]2[CH2:27][CH2:26][CH2:25][N:24](C(OC(C)(C)C)=O)[CH2:23]2)=[O:17])[CH:13]=[CH:12][CH:11]=[CH:10][CH:9]=1.Cl.